This data is from Forward reaction prediction with 1.9M reactions from USPTO patents (1976-2016). The task is: Predict the product of the given reaction. (1) The product is: [O:11]1[CH:12]=[CH:13][N:14]=[C:10]1[C:8]1[S:7][CH:6]=[C:5]([C:3]([OH:4])=[O:2])[CH:9]=1. Given the reactants C[O:2][C:3]([C:5]1[CH:9]=[C:8]([C:10]2[O:11][CH:12]=[CH:13][N:14]=2)[S:7][CH:6]=1)=[O:4].[OH-].[Na+], predict the reaction product. (2) Given the reactants [CH2:1]([C@H:8]1[N:13]([C:14]([C:16]2[N:17]=[CH:18][N:19]([CH:27]3[CH2:32][CH2:31][CH2:30][N:29](C(OCC4C=CC=CC=4)=O)[CH2:28]3)[C:20]=2[C:21]2[CH:26]=[CH:25][CH:24]=[CH:23][CH:22]=2)=[O:15])[CH2:12][CH2:11][N:10]([C:43]([O:45][C:46]([CH3:49])([CH3:48])[CH3:47])=[O:44])[CH2:9]1)[C:2]1[CH:7]=[CH:6][CH:5]=[CH:4][CH:3]=1, predict the reaction product. The product is: [CH2:1]([C@H:8]1[N:13]([C:14]([C:16]2[N:17]=[CH:18][N:19]([CH:27]3[CH2:32][CH2:31][CH2:30][NH:29][CH2:28]3)[C:20]=2[C:21]2[CH:26]=[CH:25][CH:24]=[CH:23][CH:22]=2)=[O:15])[CH2:12][CH2:11][N:10]([C:43]([O:45][C:46]([CH3:49])([CH3:48])[CH3:47])=[O:44])[CH2:9]1)[C:2]1[CH:7]=[CH:6][CH:5]=[CH:4][CH:3]=1.